Dataset: Forward reaction prediction with 1.9M reactions from USPTO patents (1976-2016). Task: Predict the product of the given reaction. (1) Given the reactants NC1C=CC(C(OC)=O)=C(Cl)C=1[C:13]#[C:14][Si:15]([CH3:18])([CH3:17])[CH3:16].[NH2:19][C:20]1[C:29]([F:30])=[CH:28][C:23]([C:24]([O:26][CH3:27])=[O:25])=[C:22]([F:31])[C:21]=1I.NC1C=CC(C(OC)=O)=C(Cl)C=1I.NC1C(I)=CC(C(OC)=O)=C(Cl)C=1, predict the reaction product. The product is: [NH2:19][C:20]1[C:29]([F:30])=[CH:28][C:23]([C:24]([O:26][CH3:27])=[O:25])=[C:22]([F:31])[C:21]=1[C:13]#[C:14][Si:15]([CH3:18])([CH3:17])[CH3:16]. (2) Given the reactants [C:1]([N:4]1[C@@H:10]([CH3:11])[C@H:9]([NH:12][C:13](=[O:25])[C@@H:14]([N:16](C)[C:17](=O)OC(C)(C)C)[CH3:15])[C:8](=[O:26])[N:7]([CH2:27][C:28]2[C:36]3[C:31](=[CH:32][CH:33]=[CH:34][CH:35]=3)[N:30]([C:37]3[CH:42]=[CH:41][CH:40]=[CH:39][C:38]=3[C:43]#[N:44])[N:29]=2)[C:6]2[CH:45]=[CH:46][CH:47]=[CH:48][C:5]1=2)(=[O:3])[CH3:2].C(O)(C(F)(F)F)=O, predict the reaction product. The product is: [C:1]([N:4]1[C@@H:10]([CH3:11])[C@H:9]([NH:12][C:13](=[O:25])[C@@H:14]([NH:16][CH3:17])[CH3:15])[C:8](=[O:26])[N:7]([CH2:27][C:28]2[C:36]3[C:31](=[CH:32][CH:33]=[CH:34][CH:35]=3)[N:30]([C:37]3[CH:42]=[CH:41][CH:40]=[CH:39][C:38]=3[C:43]#[N:44])[N:29]=2)[C:6]2[CH:45]=[CH:46][CH:47]=[CH:48][C:5]1=2)(=[O:3])[CH3:2]. (3) The product is: [OH:7][CH:4]1[CH2:5][CH2:6][N:1]([C:15]2[CH:25]=[CH:24][C:18]([C:19]([O:21][CH2:22][CH3:23])=[O:20])=[CH:17][CH:16]=2)[CH2:2][CH2:3]1. Given the reactants [NH:1]1[CH2:6][CH2:5][CH:4]([OH:7])[CH2:3][CH2:2]1.C([O-])([O-])=O.[K+].[K+].F[C:15]1[CH:25]=[CH:24][C:18]([C:19]([O:21][CH2:22][CH3:23])=[O:20])=[CH:17][CH:16]=1, predict the reaction product. (4) Given the reactants [CH3:1][C:2]1[N:3]=[CH:4][NH:5][CH:6]=1.F[C:8]1[CH:13]=[CH:12][C:11]([N+:14]([O-])=O)=[CH:10][CH:9]=1.C([O-])([O-])=O.[K+].[K+], predict the reaction product. The product is: [CH3:1][C:2]1[N:3]=[CH:4][N:5]([C:8]2[CH:13]=[CH:12][C:11]([NH2:14])=[CH:10][CH:9]=2)[CH:6]=1. (5) Given the reactants C(OC(=O)[NH:7][CH2:8][CH2:9][CH2:10][C:11](=O)[N:12]([C:16]1[CH:21]=[C:20]([C:22]#[N:23])[CH:19]=[CH:18][C:17]=1[NH2:24])[CH2:13][CH2:14][CH3:15])(C)(C)C.Cl.O1CCOCC1.CO.C(Cl)(Cl)Cl, predict the reaction product. The product is: [NH2:7][CH2:8][CH2:9][CH2:10][C:11]1[N:12]([CH2:13][CH2:14][CH3:15])[C:16]2[CH:21]=[C:20]([C:22]#[N:23])[CH:19]=[CH:18][C:17]=2[N:24]=1. (6) Given the reactants [CH:1]([C@H:3]1[CH2:8][O:7][C@H:6]([CH2:9][OH:10])[CH2:5][O:4]1)=[CH2:2].[H-].[Na+].I[CH3:14], predict the reaction product. The product is: [CH3:14][O:10][CH2:9][C@@H:6]1[CH2:5][O:4][C@@H:3]([CH:1]=[CH2:2])[CH2:8][O:7]1. (7) Given the reactants C(O)(=O)/C=[CH:3]\[C:4]([OH:6])=O.[C:9]([O:12][CH2:13][CH3:14])(=[O:11])[CH3:10], predict the reaction product. The product is: [CH:4]([OH:6])([CH3:3])[CH3:9].[C:9]([O:12][CH2:13][CH3:14])(=[O:11])[CH3:10]. (8) Given the reactants [CH3:1][Si:2]([CH3:13])([CH3:12])[C:3]1[CH:8]=[CH:7][C:6]([N+:9]([O-])=O)=[CH:5][CH:4]=1.[H][H], predict the reaction product. The product is: [CH3:1][Si:2]([CH3:13])([CH3:12])[C:3]1[CH:8]=[CH:7][C:6]([NH2:9])=[CH:5][CH:4]=1.